From a dataset of HIV replication inhibition screening data with 41,000+ compounds from the AIDS Antiviral Screen. Binary Classification. Given a drug SMILES string, predict its activity (active/inactive) in a high-throughput screening assay against a specified biological target. (1) The compound is Cc1cc(C)c2cc(=O)oc-2c(C)c1. The result is 0 (inactive). (2) The drug is CCOC(=O)CN(c1sc(C)c(-c2ccccc2)c1C(=O)OCC)S(=O)(=O)c1ccc(C)cc1. The result is 0 (inactive). (3) The compound is COc1ccccc1CC1(O)OC(=O)c2ccccc21. The result is 0 (inactive). (4) The result is 0 (inactive). The compound is COc1cc2cc[n+]3c(c2cc1OC)C(=O)c1ccccc1-3.OS(O)(=[OH+])=[OH+].